From a dataset of HIV replication inhibition screening data with 41,000+ compounds from the AIDS Antiviral Screen. Binary Classification. Given a drug SMILES string, predict its activity (active/inactive) in a high-throughput screening assay against a specified biological target. (1) The drug is CCOC(OCC)c1ccc(-n2c(=S)[nH]cc(C#N)c2=N)c2c1OC2=NC=C(C#N)C#N. The result is 0 (inactive). (2) The molecule is C1COC(NC(C2CC2)C2CC2)=N1. The result is 0 (inactive). (3) The drug is CCCC1OP(N)(=O)OCC1CC. The result is 0 (inactive). (4) The compound is CC(C)CN1CC(=O)N2CCCC(C)N2C(=O)C1. The result is 0 (inactive). (5) The drug is Cc1ccc(C)c(NC(=O)CCC(=NNC(=O)C(=O)NN)C(C)C(=O)c2ccc(O)cc2)c1. The result is 0 (inactive). (6) The drug is COc1cccc2c1CCc1sc(CN3CCN(C)CC3)nc1-2.Cl. The result is 0 (inactive). (7) The compound is COc1ccc(C2Oc3cc(O)cc(O)c3C(=O)C2C2C(=O)c3c(O)cc(OC)cc3OC2c2ccc(OC)cc2)cc1. The result is 0 (inactive).